Dataset: Catalyst prediction with 721,799 reactions and 888 catalyst types from USPTO. Task: Predict which catalyst facilitates the given reaction. (1) Reactant: [H-].[Na+].[O:3]=[C:4]1[CH2:12][C:11]2[C:6](=[CH:7][C:8]([C:13]#[N:14])=[CH:9][CH:10]=2)[NH:5]1.[Cl:15][C:16]1[N:21]=[CH:20][C:19]([S:22]([NH:25][CH2:26][CH2:27][N:28]2[CH2:32][CH2:31][CH2:30][CH2:29]2)(=[O:24])=[O:23])=[CH:18][CH:17]=1.CO. Product: [ClH:15].[C:13]([C:8]1[CH:7]=[C:6]2[C:11]([C:12]([C:16]3[N:21]=[CH:20][C:19]([S:22]([NH:25][CH2:26][CH2:27][N:28]4[CH2:32][CH2:31][CH2:30][CH2:29]4)(=[O:24])=[O:23])=[CH:18][CH:17]=3)=[C:4]([OH:3])[NH:5]2)=[CH:10][CH:9]=1)#[N:14]. The catalyst class is: 60. (2) Reactant: [CH3:1][N:2]([CH3:60])[CH2:3][CH2:4][NH:5][C:6]([C@:8]12[CH2:46][CH2:45][C@@H:44]([C:47]([CH2:49][N:50]([CH3:59])[C:51](=[O:58])[CH2:52][CH2:53][C:54]([O:56][CH3:57])=[O:55])=[CH2:48])[C@@H:9]1[C@@H:10]1[C@@:23]([CH3:26])([CH2:24][CH2:25]2)[C@@:22]2([CH3:27])[C@@H:13]([C@:14]3([CH3:43])[C@@H:19]([CH2:20][CH2:21]2)[C:18]([CH3:29])([CH3:28])[C:17]([C:30]2[CH:42]=[CH:41][C:33]([C:34]([O:36]C(C)(C)C)=[O:35])=[CH:32][CH:31]=2)=[CH:16][CH2:15]3)[CH2:12][CH2:11]1)=[O:7].C(O)(C(F)(F)F)=O. Product: [CH3:60][N:2]([CH3:1])[CH2:3][CH2:4][NH:5][C:6]([C@:8]12[CH2:46][CH2:45][C@@H:44]([C:47]([CH2:49][N:50]([CH3:59])[C:51](=[O:58])[CH2:52][CH2:53][C:54]([O:56][CH3:57])=[O:55])=[CH2:48])[C@@H:9]1[C@@H:10]1[C@@:23]([CH3:26])([CH2:24][CH2:25]2)[C@@:22]2([CH3:27])[C@@H:13]([C@:14]3([CH3:43])[C@@H:19]([CH2:20][CH2:21]2)[C:18]([CH3:29])([CH3:28])[C:17]([C:30]2[CH:42]=[CH:41][C:33]([C:34]([OH:36])=[O:35])=[CH:32][CH:31]=2)=[CH:16][CH2:15]3)[CH2:12][CH2:11]1)=[O:7]. The catalyst class is: 2.